From a dataset of Reaction yield outcomes from USPTO patents with 853,638 reactions. Predict the reaction yield, written as a fraction of the theoretical maximum amount of product (1.0 means a 100% yield; for example, 0.34 means a 34% yield). (1) The reactants are [CH3:1][C:2]1([CH3:39])[CH2:11][C:10](=[O:12])[C:9]2[C:4](=[CH:5][CH:6]=[C:7]([N:13]3[C:18](=[O:19])[C:17]([CH2:20][C:21]4[CH:26]=[CH:25][C:24]([C:27]5[C:28]([C:33]#[N:34])=[CH:29][CH:30]=[CH:31][CH:32]=5)=[CH:23][CH:22]=4)=[C:16]([CH2:35][CH2:36][CH3:37])[N:15]=[C:14]3[CH3:38])[CH:8]=2)[O:3]1.[BH4-].[Na+].S([O-])(O)(=O)=O.[K+]. The catalyst is CO.O1CCCC1. The product is [OH:12][CH:10]1[C:9]2[C:4](=[CH:5][CH:6]=[C:7]([N:13]3[C:18](=[O:19])[C:17]([CH2:20][C:21]4[CH:26]=[CH:25][C:24]([C:27]5[C:28]([C:33]#[N:34])=[CH:29][CH:30]=[CH:31][CH:32]=5)=[CH:23][CH:22]=4)=[C:16]([CH2:35][CH2:36][CH3:37])[N:15]=[C:14]3[CH3:38])[CH:8]=2)[O:3][C:2]([CH3:1])([CH3:39])[CH2:11]1. The yield is 1.00. (2) The reactants are I[C:2]1[C:3]2[C:4](=[CH:11][C:12]3[C:16](I)=[C:15]([Si:18]([CH3:21])([CH3:20])[CH3:19])[S:14][C:13]=3[CH:22]=2)[S:5][C:6]=1[Si:7]([CH3:10])([CH3:9])[CH3:8].[CH2:23](B(O)O)[CH2:24][CH2:25][CH2:26][CH2:27][CH2:28][CH2:29][CH2:30][CH2:31][CH2:32][CH2:33][CH3:34].[O-]P([O-])([O-])=O.[K+].[K+].[K+].O.CO[C:49]1[CH:50]=[CH:51][CH:52]=[C:53](OC)[C:54]=1[C:55]1[CH:56]=[CH:57][CH:58]=[CH:59][C:60]=1P(C1CCCCC1)C1CCCCC1. The catalyst is C1(C)C=CC=CC=1.CC([O-])=O.CC([O-])=O.[Pd+2]. The product is [CH2:23]([C:2]1[C:3]2[C:4](=[CH:11][C:12]3[C:16]([CH2:56][CH2:57][CH2:58][CH2:59][CH2:60][CH2:55][CH2:54][CH2:49][CH2:50][CH2:51][CH2:52][CH3:53])=[C:15]([Si:18]([CH3:21])([CH3:20])[CH3:19])[S:14][C:13]=3[CH:22]=2)[S:5][C:6]=1[Si:7]([CH3:10])([CH3:9])[CH3:8])[CH2:24][CH2:25][CH2:26][CH2:27][CH2:28][CH2:29][CH2:30][CH2:31][CH2:32][CH2:33][CH3:34]. The yield is 0.500.